This data is from Reaction yield outcomes from USPTO patents with 853,638 reactions. The task is: Predict the reaction yield, written as a fraction of the theoretical maximum amount of product (1.0 means a 100% yield; for example, 0.34 means a 34% yield). (1) The reactants are CC(OI1(OC(C)=O)(OC(C)=O)OC(=O)C2C=CC=CC1=2)=O.N1C=CC=CC=1.[OH:29][CH:30]=[C:31]1[C:35](=[CH:36][O:37][CH3:38])[O:34][N:33]=[C:32]1[C:39]1[CH:44]=[CH:43][C:42]([F:45])=[CH:41][CH:40]=1. The catalyst is C(Cl)Cl. The product is [CH3:38][O:37][CH:36]=[C:35]1[O:34][NH:33][C:32]([C:39]2[CH:44]=[CH:43][C:42]([F:45])=[CH:41][CH:40]=2)=[C:31]1[CH:30]=[O:29]. The yield is 0.890. (2) The reactants are [CH2:1]([C:3]1[S:7][C:6]([C:8]([O:10]C)=[O:9])=[CH:5][C:4]=1[C:12]1[N:16]([CH3:17])[N:15]=[CH:14][CH:13]=1)[CH3:2].[Cl:18]N1C(=O)CCC1=O.[OH-].[Na+]. The catalyst is O1CCCC1. The product is [Cl:18][C:13]1[CH:14]=[N:15][N:16]([CH3:17])[C:12]=1[C:4]1[CH:5]=[C:6]([C:8]([OH:10])=[O:9])[S:7][C:3]=1[CH2:1][CH3:2]. The yield is 1.00. (3) The catalyst is C1COCC1.O. The product is [C:1]([O:5][C:6]([N:8]1[CH2:13][CH2:12][CH:11]([CH2:14][NH:15][C:25]([N:24]=[CH:16][N:36]([CH3:37])[CH3:35])=[S:26])[CH2:10][CH2:9]1)=[O:7])([CH3:4])([CH3:3])[CH3:2]. The yield is 0.790. The reactants are [C:1]([O:5][C:6]([N:8]1[CH2:13][CH2:12][CH:11]([CH2:14][NH2:15])[CH2:10][CH2:9]1)=[O:7])([CH3:4])([CH3:3])[CH3:2].[C:16]([N:24]=[C:25]=[S:26])(=O)C1C=CC=CC=1.C(=O)([O-])[O-].[K+].[K+].CO[CH:35](OC)[N:36](C)[CH3:37]. (4) The reactants are CCN=C=NCCCN(C)C.Cl.[CH3:13][C:14]1[CH:45]=[CH:44][CH:43]=[CH:42][C:15]=1[CH2:16][NH:17][C:18]([C@@H:20]1[C:24]([CH3:26])([CH3:25])[S:23][CH2:22][N:21]1[C:27](=[O:41])[C@@H:28]([OH:40])[C@@H:29]([NH2:39])[CH2:30][C:31]1[CH:36]=[CH:35][C:34]([O:37][CH3:38])=[CH:33][CH:32]=1)=[O:19].[NH2:46][C:47]1[C:48]([CH3:56])=[C:49]([CH:53]=[CH:54][CH:55]=1)[C:50](O)=[O:51].C1C=CC2N(O)N=NC=2C=1. The catalyst is CN(C=O)C.CCOC(C)=O. The product is [CH3:13][C:14]1[CH:45]=[CH:44][CH:43]=[CH:42][C:15]=1[CH2:16][NH:17][C:18]([C@@H:20]1[C:24]([CH3:26])([CH3:25])[S:23][CH2:22][N:21]1[C:27](=[O:41])[C@@H:28]([OH:40])[C@@H:29]([NH:39][C:50](=[O:51])[C:49]1[CH:53]=[CH:54][CH:55]=[C:47]([NH2:46])[C:48]=1[CH3:56])[CH2:30][C:31]1[CH:32]=[CH:33][C:34]([O:37][CH3:38])=[CH:35][CH:36]=1)=[O:19]. The yield is 0.640. (5) The reactants are [CH2:1]([C:3]1[CH:4]=[CH:5][C:6]([OH:11])=[C:7]([CH:10]=1)[CH:8]=[O:9])[CH3:2].C([O-])([O-])=O.[K+].[K+].Br[CH2:19][CH2:20][O:21][Si:22]([C:25]([CH3:28])([CH3:27])[CH3:26])([CH3:24])[CH3:23]. No catalyst specified. The product is [C:25]([Si:22]([CH3:24])([CH3:23])[O:21][CH2:20][CH2:19][O:11][C:6]1[CH:5]=[CH:4][C:3]([CH2:1][CH3:2])=[CH:10][C:7]=1[CH:8]=[O:9])([CH3:28])([CH3:27])[CH3:26]. The yield is 0.927. (6) The reactants are P([O-])([O-])([O-])=O.[K+].[K+].[K+].[CH3:9][C:10]1[C:15]([CH3:16])=[CH:14][CH:13]=[CH:12][C:11]=1B(O)O.Br[C:21]1[CH:22]=[CH:23][CH:24]=[C:25]2[C:29]=1[CH2:28][CH:27]=[CH:26]2. The catalyst is Cl[Pd](Cl)([P](C1C=CC=CC=1)(C1C=CC=CC=1)C1C=CC=CC=1)[P](C1C=CC=CC=1)(C1C=CC=CC=1)C1C=CC=CC=1.C1(P(C2C=CC=CC=2)C2C=CC=CC=2)C=CC=CC=1.O.COCCOC. The product is [CH3:9][C:10]1[C:15]([CH3:16])=[CH:14][CH:13]=[CH:12][C:11]=1[C:24]1[CH:23]=[CH:22][CH:21]=[C:29]2[C:25]=1[CH:26]=[CH:27][CH2:28]2. The yield is 0.960. (7) The reactants are [CH3:1][O:2][C:3]1[CH:8]=[CH:7][C:6]([CH:9]2[S:15][CH:14]3[C:16](=[O:19])[N:17]([CH3:18])[CH:11]([C:12](=[O:21])[N:13]3[CH3:20])[S:10]2)=[CH:5][CH:4]=1.Cl[CH2:23][O:24][CH2:25][C:26]1[CH:31]=[CH:30][CH:29]=[CH:28][CH:27]=1.C([Li])CCC.[CH3:37][CH2:38][CH2:39][CH2:40][CH2:41][CH3:42].[Na+].[Cl-].C1[CH2:49][O:48][CH2:47]C1. No catalyst specified. The product is [CH3:1][O:2][C:3]1[CH:8]=[CH:7][C:6]([CH:9]2[SH:15]([CH2:23][O:24][CH2:25][C:26]3[CH:31]=[CH:30][CH:29]=[CH:28][CH:27]=3)[CH:14]3[C:16](=[O:19])[N:17]([CH3:18])[CH:11]([C:12](=[O:21])[N:13]3[CH3:20])[SH:10]2[CH2:47][O:48][CH2:49][C:39]2[CH:38]=[CH:37][CH:42]=[CH:41][CH:40]=2)=[CH:5][CH:4]=1. The yield is 0.470.